This data is from hERG potassium channel inhibition data for cardiac toxicity prediction from Karim et al.. The task is: Regression/Classification. Given a drug SMILES string, predict its toxicity properties. Task type varies by dataset: regression for continuous values (e.g., LD50, hERG inhibition percentage) or binary classification for toxic/non-toxic outcomes (e.g., AMES mutagenicity, cardiotoxicity, hepatotoxicity). Dataset: herg_karim. The compound is CC(=O)OC1C(C)OC(Oc2c(-c3ccc(O)cc3)oc3cc(O)cc(O)c3c2=O)C(O)C1OC(C)=O. The result is 0 (non-blocker).